Dataset: Forward reaction prediction with 1.9M reactions from USPTO patents (1976-2016). Task: Predict the product of the given reaction. (1) Given the reactants [NH2:1][C:2]1[CH:28]=[CH:27][C:5]([O:6][CH2:7][C:8]2[N:18]([CH2:19][CH2:20][CH:21]3[CH2:26][CH2:25][CH2:24][CH2:23][CH2:22]3)[C:11]3[N:12]=[C:13]([C:16]#[N:17])[N:14]=[CH:15][C:10]=3[CH:9]=2)=[CH:4][CH:3]=1.[F:29][C:30]([F:37])([F:36])[CH2:31][S:32](Cl)(=[O:34])=[O:33].N1C=CC=CC=1, predict the reaction product. The product is: [C:16]([C:13]1[N:14]=[CH:15][C:10]2[CH:9]=[C:8]([CH2:7][O:6][C:5]3[CH:4]=[CH:3][C:2]([NH:1][S:32]([CH2:31][C:30]([F:37])([F:36])[F:29])(=[O:34])=[O:33])=[CH:28][CH:27]=3)[N:18]([CH2:19][CH2:20][CH:21]3[CH2:22][CH2:23][CH2:24][CH2:25][CH2:26]3)[C:11]=2[N:12]=1)#[N:17]. (2) Given the reactants [O:1]1[C:11]2C=CC=[C:7](C(O)=O)[C:6]=2[CH:5]=[CH:4][C:2]1=[O:3].[NH2:15][C:16]1([C:22]([OH:24])=[O:23])[CH2:21][CH2:20][CH2:19][CH2:18][CH2:17]1.C(N(CC)CC)C.C(OCC)(=[O:34])C, predict the reaction product. The product is: [O:3]=[C:2]1[CH:4]=[CH:5][C:6]([C:7]([NH:15][C:16]2([C:22]([OH:24])=[O:23])[CH2:21][CH2:20][CH2:19][CH2:18][CH2:17]2)=[O:34])=[CH:11][O:1]1. (3) Given the reactants [F:1][C:2]([F:15])([F:14])[C:3]1[C:11]([C:12]#[N:13])=[CH:10][CH:9]=[C:8]2[C:4]=1[CH:5]=[CH:6][NH:7]2.Cl[CH2:17][C:18]1[N:22]=[C:21]([C:23]2[C:24]([CH3:29])=[N:25][O:26][C:27]=2[CH3:28])[O:20][N:19]=1, predict the reaction product. The product is: [CH3:29][C:24]1[C:23]([C:21]2[O:20][N:19]=[C:18]([CH2:17][N:7]3[C:8]4[C:4](=[C:3]([C:2]([F:14])([F:1])[F:15])[C:11]([C:12]#[N:13])=[CH:10][CH:9]=4)[CH:5]=[CH:6]3)[N:22]=2)=[C:27]([CH3:28])[O:26][N:25]=1. (4) Given the reactants [OH-].[Na+].[CH2:3]([NH:5][CH2:6][CH2:7][CH2:8][O:9][C:10]1[CH:15]=[CH:14][C:13]([C:16]2[CH:21]=[CH:20][C:19]([C:22]([O:24]CC)=[O:23])=[CH:18][CH:17]=2)=[CH:12][C:11]=1[C:27]1[CH:36]=[CH:35][C:34]2[C:33]([CH3:38])([CH3:37])[CH2:32][CH2:31][C:30]([CH3:40])([CH3:39])[C:29]=2[CH:28]=1)[CH3:4], predict the reaction product. The product is: [CH2:3]([NH:5][CH2:6][CH2:7][CH2:8][O:9][C:10]1[CH:15]=[CH:14][C:13]([C:16]2[CH:21]=[CH:20][C:19]([C:22]([OH:24])=[O:23])=[CH:18][CH:17]=2)=[CH:12][C:11]=1[C:27]1[CH:36]=[CH:35][C:34]2[C:33]([CH3:38])([CH3:37])[CH2:32][CH2:31][C:30]([CH3:39])([CH3:40])[C:29]=2[CH:28]=1)[CH3:4]. (5) Given the reactants Cl.C(O[N:5]=[CH:6][C:7]1[CH:8]=[C:9]2[C:13](=[CH:14][CH:15]=1)[NH:12][N:11]=[C:10]2[C:16]1[CH:17]=[C:18]([NH:22][C:23](=[O:32])[C@H:24]([OH:31])[C:25]2[CH:30]=[CH:29][CH:28]=[CH:27][CH:26]=2)[CH:19]=[CH:20][CH:21]=1)C.[NH2:33][NH:34][C:35](=O)[CH2:36][N:37]([CH3:39])[CH3:38].C[O-].[Na+], predict the reaction product. The product is: [CH3:38][N:37]([CH2:36][C:35]1[NH:34][N:33]=[C:6]([C:7]2[CH:8]=[C:9]3[C:13](=[CH:14][CH:15]=2)[NH:12][N:11]=[C:10]3[C:16]2[CH:17]=[C:18]([NH:22][C:23](=[O:32])[C@H:24]([OH:31])[C:25]3[CH:26]=[CH:27][CH:28]=[CH:29][CH:30]=3)[CH:19]=[CH:20][CH:21]=2)[N:5]=1)[CH3:39].